Dataset: Full USPTO retrosynthesis dataset with 1.9M reactions from patents (1976-2016). Task: Predict the reactants needed to synthesize the given product. (1) Given the product [C:1]([O-:6])(=[O:5])[CH:2]([CH3:4])[OH:3].[Sn+2:8].[C:1]([O-:6])(=[O:5])[CH:2]([CH3:4])[OH:3], predict the reactants needed to synthesize it. The reactants are: [C:1]([OH:6])(=[O:5])[CH:2]([CH3:4])[OH:3].Cl[Sn:8]Cl.[OH-].[Na+]. (2) The reactants are: B(Br)(Br)Br.[Cl:5][C:6]1[CH:11]=[CH:10][C:9]([O:12]C)=[C:8]([S:14][C:15]2[CH:20]=[CH:19][C:18]([S:21]([CH2:24][CH3:25])(=[O:23])=[O:22])=[CH:17][CH:16]=2)[CH:7]=1. Given the product [Cl:5][C:6]1[CH:11]=[CH:10][C:9]([OH:12])=[C:8]([S:14][C:15]2[CH:16]=[CH:17][C:18]([S:21]([CH2:24][CH3:25])(=[O:22])=[O:23])=[CH:19][CH:20]=2)[CH:7]=1, predict the reactants needed to synthesize it. (3) Given the product [F:1][C:2]1([F:18])[C:10]2[C:5](=[CH:6][CH:7]=[CH:8][C:9]=2[C@@H:11]([O:16][C@:26]23[CH2:25][CH2:24][CH2:23][C@@:28]2([CH2:27][CH:29]=[CH2:30])[CH2:20][CH2:21][O:32]3)[CH3:12])[NH:4][C:3]1=[O:17].[F:33][C:20]1([F:19])[C:28]2[C:23](=[CH:24][CH:25]=[CH:26][C:27]=2[C@H:29]([O:31][C@:8]23[CH2:7][CH2:6][CH2:5][C@@:10]2([CH2:9][CH:11]=[CH2:12])[CH2:2][CH2:3][O:17]3)[CH3:30])[NH:22][C:21]1=[O:32], predict the reactants needed to synthesize it. The reactants are: [F:1][C:2]1([F:18])[C:10]2[C:5](=[CH:6][CH:7]=[CH:8][C:9]=2[CH:11]([OH:16])[C:12](F)(F)F)[NH:4][C:3]1=[O:17].[F:19][C:20]1([F:33])[C:28]2[C:23](=[CH:24][CH:25]=[CH:26][C:27]=2[CH:29]([OH:31])[CH3:30])[NH:22][C:21]1=[O:32]. (4) Given the product [NH2:21][C:18]1[CH:19]=[CH:20][C:15]([NH:14][C:12]([NH:11][C:9](=[O:10])[CH2:8][C:5]2[CH:6]=[CH:7][C:2]([F:1])=[CH:3][CH:4]=2)=[O:13])=[CH:16][CH:17]=1, predict the reactants needed to synthesize it. The reactants are: [F:1][C:2]1[CH:7]=[CH:6][C:5]([CH2:8][C:9]([NH:11][C:12]([NH:14][C:15]2[CH:20]=[CH:19][C:18]([N+:21]([O-])=O)=[CH:17][CH:16]=2)=[O:13])=[O:10])=[CH:4][CH:3]=1.[H][H]. (5) Given the product [Br:1][C:2]1[N:7]=[C:6]([CH:8]([N:12]2[CH2:17][CH2:16][O:15][CH2:14][CH2:13]2)[C:9]([NH:25][CH3:23])=[O:11])[CH:5]=[CH:4][CH:3]=1, predict the reactants needed to synthesize it. The reactants are: [Br:1][C:2]1[N:7]=[C:6]([CH:8]([N:12]2[CH2:17][CH2:16][O:15][CH2:14][CH2:13]2)[C:9]([O-:11])=O)[CH:5]=[CH:4][CH:3]=1.[K+].C1C=CC2N(O)N=[N:25][C:23]=2C=1.C(Cl)CCl.Cl.CN.CCN(C(C)C)C(C)C. (6) Given the product [C:10]([N:13]1[CH2:18][CH2:17][N:16]([C:2]2[CH:3]=[CH:4][C:5]([C:19]#[N:21])=[CH:6][N:7]=2)[CH2:15][CH2:14]1)(=[O:12])[CH3:11], predict the reactants needed to synthesize it. The reactants are: Cl[C:2]1[N:7]=[C:6](C#N)[CH:5]=[CH:4][CH:3]=1.[C:10]([N:13]1[CH2:18][CH2:17][NH:16][CH2:15][CH2:14]1)(=[O:12])[CH3:11].[C:19](#[N:21])C.